This data is from Full USPTO retrosynthesis dataset with 1.9M reactions from patents (1976-2016). The task is: Predict the reactants needed to synthesize the given product. (1) The reactants are: [Br:1][C:2]1[CH:7]=[CH:6][C:5]([CH2:8][OH:9])=[CH:4][C:3]=1[S:10]([NH:13][C:14]([CH3:17])([CH3:16])[CH3:15])(=[O:12])=[O:11].[C:18]([Si:22](Cl)([CH3:24])[CH3:23])([CH3:21])([CH3:20])[CH3:19].N1C=CN=C1. Given the product [Br:1][C:2]1[CH:7]=[CH:6][C:5]([CH2:8][O:9][Si:22]([C:18]([CH3:21])([CH3:20])[CH3:19])([CH3:24])[CH3:23])=[CH:4][C:3]=1[S:10]([NH:13][C:14]([CH3:17])([CH3:16])[CH3:15])(=[O:11])=[O:12], predict the reactants needed to synthesize it. (2) Given the product [CH2:16]([C:6]1[CH:5]=[CH:4][C:3]2[C:8](=[C:9]([OH:15])[C:10]([C:12]([NH2:25])=[O:14])=[CH:11][C:2]=2[Cl:1])[N:7]=1)[C:17]1[CH:22]=[CH:21][CH:20]=[CH:19][CH:18]=1, predict the reactants needed to synthesize it. The reactants are: [Cl:1][C:2]1[CH:11]=[C:10]([C:12]([OH:14])=O)[C:9]([OH:15])=[C:8]2[C:3]=1[CH:4]=[CH:5][CH:6]=[N:7]2.[CH2:16](N)[C:17]1[CH:22]=[CH:21][CH:20]=[CH:19][CH:18]=1.O[N:25]1C2N=CC=CC=2N=N1.Cl.CN(C)CCCN=C=NCC.C(N(CC)CC)C. (3) Given the product [Cl:1][C:2]1[CH:3]=[CH:4][C:5]([S:8]([N:11]([CH:12]2[CH2:17][CH2:16][O:15][CH2:14][CH2:13]2)[CH2:31][C:28]2[CH:29]=[N:30][C:25]([O:24][CH:21]3[CH2:22][CH2:23][O:18][CH2:19][CH2:20]3)=[CH:26][CH:27]=2)(=[O:10])=[O:9])=[CH:6][CH:7]=1, predict the reactants needed to synthesize it. The reactants are: [Cl:1][C:2]1[CH:7]=[CH:6][C:5]([S:8]([NH:11][CH:12]2[CH2:17][CH2:16][O:15][CH2:14][CH2:13]2)(=[O:10])=[O:9])=[CH:4][CH:3]=1.[O:18]1[CH2:23][CH2:22][CH:21]([O:24][C:25]2[N:30]=[CH:29][C:28]([CH2:31]O)=[CH:27][CH:26]=2)[CH2:20][CH2:19]1. (4) Given the product [CH2:17]([NH:18][C:7]([CH:1]1[CH2:6][CH2:5][CH:4]=[CH:3][CH2:2]1)=[O:9])[CH2:16][CH2:15][CH2:31][CH2:32][CH2:30][CH2:28][CH3:29], predict the reactants needed to synthesize it. The reactants are: [CH:1]1([C:7]([OH:9])=O)[CH2:6][CH2:5][CH:4]=[CH:3][CH2:2]1.CCN=C=N[CH2:15][CH2:16][CH2:17][N:18](C)C.Cl.CCN([CH:28]([CH3:30])[CH3:29])C(C)C.[CH3:31][C:32](C)=O.C(Cl)Cl. (5) Given the product [Cl:11][C:12]1[CH:13]=[C:14]2[C:18](=[CH:19][CH:20]=1)[NH:17][CH:16]=[C:15]2[CH:21]1[CH2:26][CH2:25][N:24]([C:43](=[O:44])[CH:42]=[C:39]2[CH2:38][CH2:37][C:36]([N:35]([CH3:52])[CH3:34])([C:46]3[CH:47]=[CH:48][CH:49]=[CH:50][CH:51]=3)[CH2:41][CH2:40]2)[CH2:23][CH2:22]1, predict the reactants needed to synthesize it. The reactants are: ON1C2C=CC=CC=2N=N1.[Cl:11][C:12]1[CH:13]=[C:14]2[C:18](=[CH:19][CH:20]=1)[NH:17][CH:16]=[C:15]2[CH:21]1[CH2:26][CH2:25][NH:24][CH2:23][CH2:22]1.CN1CCOCC1.[CH3:34][N:35]([CH3:52])[C:36]1([C:46]2[CH:51]=[CH:50][CH:49]=[CH:48][CH:47]=2)[CH2:41][CH2:40][C:39](=[CH:42][C:43](O)=[O:44])[CH2:38][CH2:37]1.C1(N=C=NC2CCCCC2)CCCCC1.C(NC1CCCCC1)(NC1CCCCC1)=O.[OH-].[Na+]. (6) Given the product [Br:9][C:10]1[CH:11]=[C:12]([C@@H:17]2[CH2:4][C@H:18]2[C:19]([O:21][CH2:22][CH3:23])=[O:20])[CH:13]=[CH:14][C:15]=1[F:16], predict the reactants needed to synthesize it. The reactants are: [H-].[Na+].[I-].[CH3:4][S+](C)(C)=O.[Br:9][C:10]1[CH:11]=[C:12]([CH:17]=[CH:18][C:19]([O:21][CH2:22][CH3:23])=[O:20])[CH:13]=[CH:14][C:15]=1[F:16]. (7) Given the product [C:14]([Si:1]([C:8]1[CH:13]=[CH:12][CH:11]=[CH:10][CH:9]=1)([C:2]1[CH:7]=[CH:6][CH:5]=[CH:4][CH:3]=1)[O:18][C@@H:19]([CH3:46])[C:20]([N:22]1[N:26]=[C:25]([C:27]2[CH:32]=[C:31]([F:33])[CH:30]=[CH:29][C:28]=2[F:34])[S:24][C@@:23]1([CH2:41][O:42][CH2:43][O:44][CH3:45])[C:35]1[CH:40]=[CH:39][CH:38]=[CH:37][CH:36]=1)=[O:21])([CH3:15])([CH3:16])[CH3:17], predict the reactants needed to synthesize it. The reactants are: [Si:1]([O:18][C@@H:19]([CH3:46])[C:20]([N:22]1[N:26]=[C:25]([C:27]2[CH:32]=[C:31]([F:33])[CH:30]=[CH:29][C:28]=2[F:34])[S:24][C@:23]1([CH2:41][O:42][CH2:43][O:44][CH3:45])[C:35]1[CH:40]=[CH:39][CH:38]=[CH:37][CH:36]=1)=[O:21])([C:14]([CH3:17])([CH3:16])[CH3:15])([C:8]1[CH:13]=[CH:12][CH:11]=[CH:10][CH:9]=1)[C:2]1[CH:7]=[CH:6][CH:5]=[CH:4][CH:3]=1.FC1C=CC(F)=CC=1C1S[C@@](CO)(C2C=CC=CC=2)N(C(=O)[C@@H](OC)C)N=1.